Task: Predict the reaction yield, written as a fraction of the theoretical maximum amount of product (1.0 means a 100% yield; for example, 0.34 means a 34% yield).. Dataset: Reaction yield outcomes from USPTO patents with 853,638 reactions (1) The reactants are [Cl:1][C:2]1[CH:3]=[C:4]2[C:8](=[CH:9][CH:10]=1)[NH:7][CH:6]=[CH:5]2.[F:11][C:12]([F:23])([F:22])[C:13](O[C:13](=[O:14])[C:12]([F:23])([F:22])[F:11])=[O:14].C([O-])(O)=O.[Na+]. The catalyst is CN(C=O)C. The product is [Cl:1][C:2]1[CH:3]=[C:4]2[C:8](=[CH:9][CH:10]=1)[NH:7][CH:6]=[C:5]2[C:13](=[O:14])[C:12]([F:23])([F:22])[F:11]. The yield is 0.950. (2) The reactants are [C:1]([CH:3]([CH2:9][C:10]1[CH:15]=[CH:14][CH:13]=[C:12]([Cl:16])[C:11]=1[Cl:17])[C:4]([O:6]CC)=[O:5])#[N:2].C(=O)([O-])[O-].[Na+].[Na+]. The catalyst is CO.O. The product is [C:1]([CH:3]([CH2:9][C:10]1[CH:15]=[CH:14][CH:13]=[C:12]([Cl:16])[C:11]=1[Cl:17])[C:4]([OH:6])=[O:5])#[N:2]. The yield is 0.980. (3) The reactants are [O:1]1[CH2:6][CH:5]=[C:4]([C:7]2[N:12]=[C:11]([N:13]3[CH2:18][CH2:17][O:16][CH2:15][CH2:14]3)[N:10]=[C:9]([C:19]3[CH:24]=[CH:23][C:22]([NH:25][C:26]([NH:28][C:29]4[CH:34]=[CH:33][N:32]=[CH:31][CH:30]=4)=[O:27])=[CH:21][CH:20]=3)[N:8]=2)[CH2:3][CH2:2]1. The catalyst is CO.C1COCC1.C(Cl)Cl.[Pd]. The product is [N:13]1([C:11]2[N:12]=[C:7]([CH:4]3[CH2:5][CH2:6][O:1][CH2:2][CH2:3]3)[N:8]=[C:9]([C:19]3[CH:24]=[CH:23][C:22]([NH:25][C:26]([NH:28][C:29]4[CH:30]=[CH:31][N:32]=[CH:33][CH:34]=4)=[O:27])=[CH:21][CH:20]=3)[N:10]=2)[CH2:14][CH2:15][O:16][CH2:17][CH2:18]1. The yield is 0.200. (4) The yield is 0.620. The reactants are [CH2:1](P(CCCC)CCCC)[CH2:2][CH2:3]C.[CH2:14]([O:21][C@H:22]1[C@H:27]([O:28][CH2:29][C:30]2[CH:35]=[CH:34][CH:33]=[CH:32][CH:31]=2)[C@@H:26]([O:36][CH2:37][C:38]2[CH:43]=[CH:42][CH:41]=[CH:40][CH:39]=2)[C@@H:25]([OH:44])[CH:24]=[C:23]1[CH2:45][O:46][CH2:47][C:48]1[CH:53]=[CH:52][CH:51]=[CH:50][CH:49]=1)[C:15]1[CH:20]=[CH:19][CH:18]=[CH:17][CH:16]=1.CN(C(/N=N/C(N(C)C)=O)=O)C.[CH3:66][CH2:67][CH2:68][CH2:69][CH2:70][CH3:71].[C:72]1([CH3:78])[CH:77]=[CH:76][CH:75]=[CH:74][CH:73]=1. The product is [CH:68]1([C:69]2[CH:3]=[CH:2][C:1]([CH2:78][C:72]3[CH:77]=[CH:76][CH:75]=[CH:74][C:73]=3[O:44][C@H:25]3[C@H:26]([O:36][CH2:37][C:38]4[CH:39]=[CH:40][CH:41]=[CH:42][CH:43]=4)[C@@H:27]([O:28][CH2:29][C:30]4[CH:35]=[CH:34][CH:33]=[CH:32][CH:31]=4)[C@H:22]([O:21][CH2:14][C:15]4[CH:20]=[CH:19][CH:18]=[CH:17][CH:16]=4)[C:23]([CH2:45][O:46][CH2:47][C:48]4[CH:49]=[CH:50][CH:51]=[CH:52][CH:53]=4)=[CH:24]3)=[CH:71][CH:70]=2)[CH2:66][CH2:67]1. No catalyst specified. (5) The reactants are [CH3:1][N:2]([CH3:28])[C:3]([C:5]1[N:22]([CH:23]2[CH2:27][CH2:26][CH2:25][CH2:24]2)[C:8]2[N:9]=[C:10]([NH:13][C:14]3[CH:19]=[CH:18][C:17]([CH:20]=O)=[CH:16][N:15]=3)[N:11]=[CH:12][C:7]=2[CH:6]=1)=[O:4].[C:29]([O:33][C:34]([N:36]1[CH2:41][CH2:40][NH:39][CH2:38][CH2:37]1)=[O:35])([CH3:32])([CH3:31])[CH3:30]. The product is [C:29]([O:33][C:34]([N:36]1[CH2:41][CH2:40][N:39]([CH2:20][C:17]2[CH:16]=[N:15][C:14]([NH:13][C:10]3[N:11]=[CH:12][C:7]4[CH:6]=[C:5]([C:3](=[O:4])[N:2]([CH3:1])[CH3:28])[N:22]([CH:23]5[CH2:27][CH2:26][CH2:25][CH2:24]5)[C:8]=4[N:9]=3)=[CH:19][CH:18]=2)[CH2:38][CH2:37]1)=[O:35])([CH3:32])([CH3:30])[CH3:31]. The yield is 0.600. No catalyst specified.